Dataset: Catalyst prediction with 721,799 reactions and 888 catalyst types from USPTO. Task: Predict which catalyst facilitates the given reaction. (1) Reactant: [CH3:13][C:12]([O:11][C:9](O[C:9]([O:11][C:12]([CH3:15])([CH3:14])[CH3:13])=[O:10])=[O:10])([CH3:15])[CH3:14].C([O-])([O-])=O.[K+].[K+].[CH3:22][O:23][C:24]1[CH:25]=[CH:26][C:27]2[NH:33][CH:32]([CH:34]=[CH2:35])[CH2:31][CH2:30][CH2:29][C:28]=2[CH:36]=1. Product: [CH3:22][O:23][C:24]1[CH:25]=[CH:26][C:27]2[N:33]([C:9]([O:11][C:12]([CH3:13])([CH3:14])[CH3:15])=[O:10])[CH:32]([CH:34]=[CH2:35])[CH2:31][CH2:30][CH2:29][C:28]=2[CH:36]=1. The catalyst class is: 387. (2) Reactant: [CH2:1]1[C:9]2[C:8]3[CH:10]=[CH:11][CH:12]=[CH:13][C:7]=3[O:6][C:5]=2[CH2:4][CH2:3][CH:2]1[NH2:14].[C:15](Cl)(=[O:20])[CH2:16][CH:17]([CH3:19])[CH3:18].C(N(CC)CC)C. Product: [CH3:18][CH:17]([CH3:19])[CH2:16][C:15]([NH:14][C:2]1[CH:3]=[CH:4][C:5]2[O:6][C:7]3[CH2:13][CH2:12][CH2:11][CH2:10][C:8]=3[C:9]=2[CH:1]=1)=[O:20]. The catalyst class is: 7.